The task is: Predict the reaction yield, written as a fraction of the theoretical maximum amount of product (1.0 means a 100% yield; for example, 0.34 means a 34% yield).. This data is from Reaction yield outcomes from USPTO patents with 853,638 reactions. (1) The reactants are [CH3:1][C:2]([CH2:8][CH2:9][CH2:10][CH2:11][CH2:12][CH2:13][CH2:14][CH2:15][CH3:16])=[CH:3][C:4](OC)=[O:5].[H-].[H-].[H-].[H-].[Li+].[Al+3].O.S(=O)(=O)(O)O. The catalyst is C1COCC1. The product is [CH3:1]/[C:2](/[CH2:8][CH2:9][CH2:10][CH2:11][CH2:12][CH2:13][CH2:14][CH2:15][CH3:16])=[CH:3]\[CH2:4][OH:5]. The yield is 0.990. (2) The catalyst is N1C=CC=CC=1. The yield is 0.580. The reactants are [OH:1][C:2]1[C:7](=[O:8])[CH:6]=[CH:5][O:4][C:3]=1[CH3:9].[N+:10]([C:13]1[CH:18]=[CH:17][C:16]([S:19](Cl)(=[O:21])=[O:20])=[CH:15][CH:14]=1)([O-:12])=[O:11]. The product is [N+:10]([C:13]1[CH:14]=[CH:15][C:16]([S:19]([O:1][C:2]2[C:7](=[O:8])[CH:6]=[CH:5][O:4][C:3]=2[CH3:9])(=[O:21])=[O:20])=[CH:17][CH:18]=1)([O-:12])=[O:11]. (3) The catalyst is C1(C)C=CC=CC=1. The yield is 0.920. The product is [CH3:12][O:11][C:9]1[CH:8]=[N:7][C:6]2[C:13](=[O:14])[NH:15][CH:3]=[CH:4][C:5]=2[CH:10]=1. The reactants are CO[CH:3](OC)[CH2:4][C:5]1[C:6]([C:13]([NH2:15])=[O:14])=[N:7][CH:8]=[C:9]([O:11][CH3:12])[CH:10]=1.CC1C=CC(S(O)(=O)=O)=CC=1. (4) The reactants are [N:1]1([C:7](Cl)=[O:8])[CH2:6][CH2:5][CH2:4][CH2:3][CH2:2]1.[F:10][C:11]1[CH:12]=[CH:13][C:14]([NH:17][NH2:18])=[N:15][CH:16]=1.CCN(C(C)C)C(C)C. The catalyst is C(Cl)Cl. The product is [F:10][C:11]1[CH:12]=[CH:13][C:14]([NH:17][NH:18][C:7]([N:1]2[CH2:6][CH2:5][CH2:4][CH2:3][CH2:2]2)=[O:8])=[N:15][CH:16]=1. The yield is 0.840. (5) The reactants are C(Cl)Cl.[F:4][C:5]([F:32])([F:31])[C:6]1[CH:30]=[CH:29][CH:28]=[CH:27][C:7]=1[O:8][CH2:9][C:10]([N:12]1[CH2:17][CH2:16][C:15]2([C:25]3[C:20](=[CH:21][CH:22]=[CH:23][CH:24]=3)[NH:19][C:18]2=[O:26])[CH2:14][CH2:13]1)=[O:11].N1[CH:38]=[CH:37][CH:36]=CC=1.C1([Bi+2])CC1. The catalyst is C([O-])(=O)C.[Cu+2].C([O-])(=O)C.O. The product is [CH:36]1([N:19]2[C:20]3[C:25](=[CH:24][CH:23]=[CH:22][CH:21]=3)[C:15]3([CH2:14][CH2:13][N:12]([C:10](=[O:11])[CH2:9][O:8][C:7]4[CH:27]=[CH:28][CH:29]=[CH:30][C:6]=4[C:5]([F:31])([F:4])[F:32])[CH2:17][CH2:16]3)[C:18]2=[O:26])[CH2:37][CH2:38]1. The yield is 0.600. (6) The reactants are [NH2:1][C:2]1[CH:18]=[CH:17][C:16]([CH3:19])=[CH:15][C:3]=1[C:4]([NH:6][CH:7]1[CH2:12][CH2:11][C:10](=[O:13])[NH:9][C:8]1=[O:14])=[O:5].[CH:20](OC)(OC)OC.C1(C)C=CC(S(O)(=O)=O)=CC=1.CO. The catalyst is C(Cl)Cl. The product is [CH3:19][C:16]1[CH:15]=[C:3]2[C:2](=[CH:18][CH:17]=1)[N:1]=[CH:20][N:6]([CH:7]1[CH2:12][CH2:11][C:10](=[O:13])[NH:9][C:8]1=[O:14])[C:4]2=[O:5]. The yield is 0.0900. (7) The reactants are [CH3:1][C@H:2]1[CH2:11][C:9](=[O:10])[C:5](=[C:6]([CH3:8])[CH3:7])[CH2:4][CH2:3]1.C([O-])(O)=[O:13].[Na+].Cl.[CH3:18][CH2:19]OCC. The catalyst is BrBr.CC[O-].[Na+].O. The product is [CH3:1][C@@H:2]1[CH2:3][CH2:4][C:5](=[C:6]([CH3:7])[CH3:8])[CH:11]1[C:9]([O:10][CH2:18][CH3:19])=[O:13]. The yield is 0.640. (8) The reactants are [NH2:1][C:2]1[CH:7]=[CH:6][CH:5]=[CH:4][CH:3]=1.C(=O)([O-])[O-].[K+].[K+].[Cl:14][CH2:15][CH2:16][C:17](Cl)=[O:18]. The catalyst is O.CC(C)=O. The product is [Cl:14][CH2:15][CH2:16][C:17]([NH:1][C:2]1[CH:7]=[CH:6][CH:5]=[CH:4][CH:3]=1)=[O:18]. The yield is 0.940. (9) The reactants are [F:1][C:2]1[CH:9]=[CH:8][C:5]([CH2:6][NH2:7])=[CH:4][CH:3]=1.O=[C:11]1[CH2:16][CH2:15][N:14]([C:17]([O:19][CH2:20][C:21]2[CH:26]=[CH:25][CH:24]=[CH:23][CH:22]=2)=[O:18])[CH2:13][CH2:12]1.C([BH3-])#N.[Na+]. The catalyst is CO.C(O)(=O)C. The product is [CH2:20]([O:19][C:17]([N:14]1[CH2:15][CH2:16][CH:11]([NH:7][CH2:6][C:5]2[CH:8]=[CH:9][C:2]([F:1])=[CH:3][CH:4]=2)[CH2:12][CH2:13]1)=[O:18])[C:21]1[CH:22]=[CH:23][CH:24]=[CH:25][CH:26]=1. The yield is 0.600.